This data is from NCI-60 drug combinations with 297,098 pairs across 59 cell lines. The task is: Regression. Given two drug SMILES strings and cell line genomic features, predict the synergy score measuring deviation from expected non-interaction effect. (1) Drug 1: CC1C(C(CC(O1)OC2CC(CC3=C2C(=C4C(=C3O)C(=O)C5=C(C4=O)C(=CC=C5)OC)O)(C(=O)C)O)N)O.Cl. Drug 2: CC1=C(C=C(C=C1)C(=O)NC2=CC(=CC(=C2)C(F)(F)F)N3C=C(N=C3)C)NC4=NC=CC(=N4)C5=CN=CC=C5. Cell line: NCIH23. Synergy scores: CSS=30.2, Synergy_ZIP=3.63, Synergy_Bliss=5.04, Synergy_Loewe=-20.7, Synergy_HSA=4.08. (2) Drug 1: C1CN1C2=NC(=NC(=N2)N3CC3)N4CC4. Drug 2: CC1C(C(CC(O1)OC2CC(OC(C2O)C)OC3=CC4=CC5=C(C(=O)C(C(C5)C(C(=O)C(C(C)O)O)OC)OC6CC(C(C(O6)C)O)OC7CC(C(C(O7)C)O)OC8CC(C(C(O8)C)O)(C)O)C(=C4C(=C3C)O)O)O)O. Cell line: K-562. Synergy scores: CSS=63.4, Synergy_ZIP=0.0176, Synergy_Bliss=0.808, Synergy_Loewe=-11.8, Synergy_HSA=-1.40. (3) Drug 1: COC1=C(C=C2C(=C1)N=CN=C2NC3=CC(=C(C=C3)F)Cl)OCCCN4CCOCC4. Drug 2: C1C(C(OC1N2C=C(C(=O)NC2=O)F)CO)O. Cell line: TK-10. Synergy scores: CSS=62.0, Synergy_ZIP=-0.717, Synergy_Bliss=-1.41, Synergy_Loewe=-0.431, Synergy_HSA=5.88.